Dataset: Reaction yield outcomes from USPTO patents with 853,638 reactions. Task: Predict the reaction yield, written as a fraction of the theoretical maximum amount of product (1.0 means a 100% yield; for example, 0.34 means a 34% yield). (1) The reactants are [NH2:1][C:2]1[N:7]([C:8]2[CH:13]=[CH:12][CH:11]=[C:10]([CH2:14][CH3:15])[CH:9]=2)[C:6](=[S:16])[NH:5][C:4](=[O:17])[CH:3]=1.[N:18]([O-])=[O:19].[Na+]. The catalyst is C(O)(=O)C.O. The product is [NH2:1][C:2]1[N:7]([C:8]2[CH:13]=[CH:12][CH:11]=[C:10]([CH2:14][CH3:15])[CH:9]=2)[C:6](=[S:16])[NH:5][C:4](=[O:17])[C:3]=1[N:18]=[O:19]. The yield is 0.680. (2) The reactants are [Br:1][C:2]1[CH:7]=[CH:6][C:5]([S:8]([NH:11][C:12]2[CH:17]=[CH:16][CH:15]=[CH:14][C:13]=2[C:18]([F:21])([F:20])[F:19])(=[O:10])=[O:9])=[CH:4][CH:3]=1.Br[CH2:23][CH:24]([CH3:26])[CH3:25].C([O-])([O-])=O.[K+].[K+]. The catalyst is CN(C=O)C.CCOC(C)=O. The product is [Br:1][C:2]1[CH:3]=[CH:4][C:5]([S:8]([N:11]([CH2:23][CH:24]([CH3:26])[CH3:25])[C:12]2[CH:17]=[CH:16][CH:15]=[CH:14][C:13]=2[C:18]([F:21])([F:19])[F:20])(=[O:10])=[O:9])=[CH:6][CH:7]=1. The yield is 0.690. (3) The reactants are C(=O)([O-])[O-].[K+].[K+].[C:7]([O:11][C:12]([N:14]1[CH2:18][CH2:17][CH2:16][CH:15]1[C:19]1[NH:23][C:22]2[CH:24]=[C:25]([C:28]#[C:29][Si](C)(C)C)[CH:26]=[CH:27][C:21]=2[N:20]=1)=[O:13])([CH3:10])([CH3:9])[CH3:8]. The catalyst is CO. The product is [C:7]([O:11][C:12]([N:14]1[CH2:18][CH2:17][CH2:16][CH:15]1[C:19]1[NH:23][C:22]2[CH:24]=[C:25]([C:28]#[CH:29])[CH:26]=[CH:27][C:21]=2[N:20]=1)=[O:13])([CH3:10])([CH3:9])[CH3:8]. The yield is 0.750. (4) The reactants are [N+](C1C=CC(C[O:9][C:10]([C:12]2[N:13]3[C@H:16]([S:17][CH:18]=2)[C:15]([CH:20](OC(=O)C)[C:21]2[N:22]=[C:23]4[C:31]5[C:26](=[CH:27][CH:28]=[CH:29][CH:30]=5)[CH2:25][N:24]4[CH:32]=2)(Br)[C:14]3=[O:37])=[O:11])=CC=1)([O-])=O.P([O-])([O-])([O-])=O.[OH-].[Na+:46].C(OCC)(=O)C. The catalyst is C1COCC1.C(#N)C.[Zn]. The product is [Na+:46].[N:22]1[C:21](/[CH:20]=[C:15]2\[CH:16]3[N:13]([C:14]\2=[O:37])[C:12]([C:10]([O-:11])=[O:9])=[CH:18][S:17]3)=[CH:32][N:24]2[CH2:25][C:26]3[C:31](=[CH:30][CH:29]=[CH:28][CH:27]=3)[C:23]=12. The yield is 0.580.